Predict the product of the given reaction. From a dataset of Forward reaction prediction with 1.9M reactions from USPTO patents (1976-2016). Given the reactants I[C:2]1[C:10]2[C:5](=[CH:6][CH:7]=[C:8]([C:11]3[O:15][C:14]([NH:16][CH2:17][C:18]([F:21])([F:20])[F:19])=[N:13][N:12]=3)[CH:9]=2)[N:4]([S:22]([C:25]2[CH:31]=[CH:30][C:28]([CH3:29])=[CH:27][CH:26]=2)(=[O:24])=[O:23])[CH:3]=1.[B:32]1([B:32]2[O:36][C:35]([CH3:38])([CH3:37])[C:34]([CH3:40])([CH3:39])[O:33]2)[O:36][C:35]([CH3:38])([CH3:37])[C:34]([CH3:40])([CH3:39])[O:33]1.C([O-])(=O)C.[K+].C(Cl)Cl, predict the reaction product. The product is: [CH3:39][C:34]1([CH3:40])[C:35]([CH3:38])([CH3:37])[O:36][B:32]([C:2]2[C:10]3[C:5](=[CH:6][CH:7]=[C:8]([C:11]4[O:15][C:14]([NH:16][CH2:17][C:18]([F:21])([F:20])[F:19])=[N:13][N:12]=4)[CH:9]=3)[N:4]([S:22]([C:25]3[CH:31]=[CH:30][C:28]([CH3:29])=[CH:27][CH:26]=3)(=[O:24])=[O:23])[CH:3]=2)[O:33]1.